From a dataset of Full USPTO retrosynthesis dataset with 1.9M reactions from patents (1976-2016). Predict the reactants needed to synthesize the given product. (1) Given the product [C:13]([O:12][CH:13]1[CH2:17][CH2:16][N:15]([C:25](=[O:26])[CH3:27])[CH:14]1[C:18]1[CH:23]=[C:22]([N+:1]([O-:4])=[O:2])[C:21]([NH:24][C:25]([C:27]2[CH:32]=[CH:31][CH:30]=[CH:29][N:28]=2)=[O:26])=[CH:20][C:19]=1[F:33])(=[O:12])[CH3:14], predict the reactants needed to synthesize it. The reactants are: [N+:1]([O-:4])(O)=[O:2].[Si]([O:12][CH:13]1[CH2:17][CH2:16][NH:15][CH:14]1[C:18]1[CH:23]=[CH:22][C:21]([NH:24][C:25]([C:27]2[CH:32]=[CH:31][CH:30]=[CH:29][N:28]=2)=[O:26])=[CH:20][C:19]=1[F:33])(C(C)(C)C)(C)C. (2) Given the product [Cl:1][C:2]1[CH:7]=[C:6]2[C:5]([CH2:21][CH2:22][O:9][C@H:8]2[C:10]2[CH:14]=[C:13]([CH:15]3[O:19][CH2:18][CH2:17][O:16]3)[S:12][C:11]=2[CH3:20])=[CH:4][CH:3]=1, predict the reactants needed to synthesize it. The reactants are: [Cl:1][C:2]1[CH:3]=[CH:4][C:5]([CH2:21][CH2:22]I)=[C:6]([C@H:8]([C:10]2[CH:14]=[C:13]([CH:15]3[O:19][CH2:18][CH2:17][O:16]3)[S:12][C:11]=2[CH3:20])[OH:9])[CH:7]=1.